Dataset: CYP2C9 inhibition data for predicting drug metabolism from PubChem BioAssay. Task: Regression/Classification. Given a drug SMILES string, predict its absorption, distribution, metabolism, or excretion properties. Task type varies by dataset: regression for continuous measurements (e.g., permeability, clearance, half-life) or binary classification for categorical outcomes (e.g., BBB penetration, CYP inhibition). Dataset: cyp2c9_veith. (1) The result is 1 (inhibitor). The molecule is O=C(CCN1C(=O)S/C(=C\c2ccccc2)C1=O)Nc1ccc(S(=O)(=O)Nc2nccs2)cc1. (2) The drug is O=c1oc2ccccc2cc1-c1csc(NN=C2CCCCC2)n1. The result is 1 (inhibitor). (3) The drug is O=C(OC(C(=O)NC1CCCC1)c1ccncc1)C1=Cc2ccccc2OC1. The result is 1 (inhibitor). (4) The compound is O=S(=O)(O)[C@@H](c1ccccc1)[C@@H](O)c1ccccc1. The result is 0 (non-inhibitor).